From a dataset of Catalyst prediction with 721,799 reactions and 888 catalyst types from USPTO. Predict which catalyst facilitates the given reaction. (1) Reactant: C(OC([N:8]1[CH2:13][CH2:12][CH:11]([CH2:14][N:15]([CH:44]2[CH2:46][CH2:45]2)[C:16](=[O:43])[CH2:17][CH2:18][C:19]2[CH:24]=[CH:23][C:22]([C:25]([N:27]3[CH2:36][C:35]4[CH:34]=[N:33][N:32]([CH3:37])[C:31]=4[NH:30][C:29]4[CH:38]=[CH:39][CH:40]=[CH:41][C:28]3=4)=[O:26])=[CH:21][C:20]=2[CH3:42])[CH2:10][CH2:9]1)=O)(C)(C)C.[ClH:47]. Product: [ClH:47].[CH:44]1([N:15]([CH2:14][CH:11]2[CH2:12][CH2:13][NH:8][CH2:9][CH2:10]2)[C:16](=[O:43])[CH2:17][CH2:18][C:19]2[CH:24]=[CH:23][C:22]([C:25]([N:27]3[CH2:36][C:35]4[CH:34]=[N:33][N:32]([CH3:37])[C:31]=4[NH:30][C:29]4[CH:38]=[CH:39][CH:40]=[CH:41][C:28]3=4)=[O:26])=[CH:21][C:20]=2[CH3:42])[CH2:45][CH2:46]1. The catalyst class is: 12. (2) Reactant: [F:1][C:2]1[CH:3]=[C:4]2[C:8](=[CH:9][CH:10]=1)[N:7]([C@@H:11]([C:16]1[CH:21]=[CH:20][CH:19]=[CH:18][CH:17]=1)[C@H:12]([OH:15])[CH2:13][OH:14])[CH:6]=[C:5]2[CH3:22].[C:23]1([CH3:33])[CH:28]=[CH:27][C:26]([S:29](Cl)(=[O:31])=[O:30])=[CH:25][CH:24]=1.Cl. Product: [F:1][C:2]1[CH:3]=[C:4]2[C:8](=[CH:9][CH:10]=1)[N:7]([C@@H:11]([C:16]1[CH:21]=[CH:20][CH:19]=[CH:18][CH:17]=1)[C@H:12]([OH:15])[CH2:13][O:14][S:29]([C:26]1[CH:27]=[CH:28][C:23]([CH3:33])=[CH:24][CH:25]=1)(=[O:31])=[O:30])[CH:6]=[C:5]2[CH3:22]. The catalyst class is: 17. (3) Reactant: C[C:2]1[C:3](C)=[C:4](O)[C:5]([C:11](=[O:18])[C:12]2[CH:17]=[CH:16][CH:15]=[CH:14][CH:13]=2)=[C:6]([C:8]#[C:9]C)[CH:7]=1.[OH-].[Na+]. Product: [C:8]([C:6]1[CH:7]=[CH:2][CH:3]=[CH:4][C:5]=1[C:11]([C:12]1[CH:13]=[CH:14][CH:15]=[CH:16][CH:17]=1)=[O:18])#[CH:9]. The catalyst class is: 11. (4) Reactant: [C:1]([O:4][CH2:5][C:6](=O)[CH2:7][C:8]([O:10][CH2:11][CH3:12])=[O:9])(=[O:3])[CH3:2].[Br:14][C:15]1[CH:16]=[C:17]([CH:20]=[CH:21][C:22]=1[F:23])[CH:18]=O.[NH2:24][C:25]1[N:29]([CH3:30])[NH:28][C:27](=[O:31])[CH:26]=1. Product: [C:1]([O:4][CH2:5][C:6]1[NH:24][C:25]2[N:29]([CH3:30])[NH:28][C:27](=[O:31])[C:26]=2[CH:18]([C:17]2[CH:20]=[CH:21][C:22]([F:23])=[C:15]([Br:14])[CH:16]=2)[C:7]=1[C:8]([O:10][CH2:11][CH3:12])=[O:9])(=[O:3])[CH3:2]. The catalyst class is: 8. (5) Reactant: [Cl:1][C:2]1[CH:3]=[C:4]([C:8]2[C:13]([O:14][CH3:15])=[CH:12][CH:11]=[C:10]([CH2:16][C:17]3[CH:18]=[CH:19][C:20]([CH2:23][N:24]4[CH2:28][CH2:27][NH:26][C:25]4=[O:29])=[N:21][CH:22]=3)[C:9]=2[F:30])[CH:5]=[CH:6][CH:7]=1.[CH2:31]1COC[CH2:32]1.[H-].[Na+].C(I)C. Product: [ClH:1].[Cl:1][C:2]1[CH:3]=[C:4]([C:8]2[C:13]([O:14][CH3:15])=[CH:12][CH:11]=[C:10]([CH2:16][C:17]3[CH:18]=[CH:19][C:20]([CH2:23][N:24]4[CH2:28][CH2:27][N:26]([CH2:31][CH3:32])[C:25]4=[O:29])=[N:21][CH:22]=3)[C:9]=2[F:30])[CH:5]=[CH:6][CH:7]=1. The catalyst class is: 6. (6) Reactant: [Cl:1][C:2]1[CH:7]=[CH:6][C:5]([CH:8]([C:38]2[CH:43]=[CH:42][C:41]([Cl:44])=[CH:40][CH:39]=2)[C:9]2[CH:10]=[C:11]3[C:16](=[CH:17][CH:18]=2)[N:15]=[CH:14][N:13]=[C:12]3[NH:19][CH:20]2[CH2:25][CH2:24][N:23]([S:26]([C:29]3[CH:37]=[CH:36][C:32]([C:33](=[NH:35])[NH2:34])=[CH:31][CH:30]=3)(=[O:28])=[O:27])[CH2:22][CH2:21]2)=[CH:4][CH:3]=1.[C:45](Cl)(=[O:53])[O:46][CH2:47][CH2:48][CH2:49][CH2:50][CH2:51][CH3:52]. Product: [Cl:1][C:2]1[CH:7]=[CH:6][C:5]([CH:8]([C:38]2[CH:39]=[CH:40][C:41]([Cl:44])=[CH:42][CH:43]=2)[C:9]2[CH:10]=[C:11]3[C:16](=[CH:17][CH:18]=2)[N:15]=[CH:14][N:13]=[C:12]3[NH:19][CH:20]2[CH2:21][CH2:22][N:23]([S:26]([C:29]3[CH:37]=[CH:36][C:32]([C:33]([NH:34][C:45](=[O:53])[O:46][CH2:47][CH2:48][CH2:49][CH2:50][CH2:51][CH3:52])=[NH:35])=[CH:31][CH:30]=3)(=[O:27])=[O:28])[CH2:24][CH2:25]2)=[CH:4][CH:3]=1. The catalyst class is: 3. (7) Reactant: F[P-](F)(F)(F)(F)F.[N:8]1([O:17][P+](N(C)C)(N(C)C)N(C)C)[C:12]2[CH:13]=[CH:14][CH:15]=[CH:16][C:11]=2[N:10]=[N:9]1.[NH2:28][C:29]1[CH:30]=[C:31]([CH:35]=[CH:36][C:37]=1[Cl:38])[C:32](O)=[O:33].C(N(CC)CC)C.CN(C)C=O. Product: [NH2:28][C:29]1[CH:30]=[C:31]([CH:35]=[CH:36][C:37]=1[Cl:38])[C:32]([O:17][N:8]1[C:12]2[CH:13]=[CH:14][CH:15]=[CH:16][C:11]=2[N:10]=[N:9]1)=[O:33]. The catalyst class is: 6.